From a dataset of Peptide-MHC class I binding affinity with 185,985 pairs from IEDB/IMGT. Regression. Given a peptide amino acid sequence and an MHC pseudo amino acid sequence, predict their binding affinity value. This is MHC class I binding data. (1) The peptide sequence is NVNKLMEEY. The MHC is HLA-A33:01 with pseudo-sequence HLA-A33:01. The binding affinity (normalized) is 0.112. (2) The peptide sequence is LPTLFGRGV. The MHC is HLA-B54:01 with pseudo-sequence HLA-B54:01. The binding affinity (normalized) is 0.936. (3) The peptide sequence is KSFKDQSKY. The MHC is HLA-A29:02 with pseudo-sequence HLA-A29:02. The binding affinity (normalized) is 0.0983. (4) The peptide sequence is HPRVSSEVHI. The MHC is HLA-B51:01 with pseudo-sequence HLA-B51:01. The binding affinity (normalized) is 0.393. (5) The peptide sequence is YCDPKRYFV. The MHC is HLA-A23:01 with pseudo-sequence HLA-A23:01. The binding affinity (normalized) is 0. (6) The peptide sequence is RGYVFQGL. The MHC is HLA-A30:02 with pseudo-sequence HLA-A30:02. The binding affinity (normalized) is 0. (7) The peptide sequence is SEFSSLPSYA. The MHC is HLA-B18:01 with pseudo-sequence HLA-B18:01. The binding affinity (normalized) is 0.356. (8) The peptide sequence is IVALTIMGV. The binding affinity (normalized) is 0.694. The MHC is HLA-A02:01 with pseudo-sequence HLA-A02:01. (9) The MHC is HLA-B35:01 with pseudo-sequence HLA-B35:01. The binding affinity (normalized) is 0. The peptide sequence is RVYEALYYV. (10) The peptide sequence is KLWAQCVQL. The MHC is HLA-A02:02 with pseudo-sequence HLA-A02:02. The binding affinity (normalized) is 0.807.